From a dataset of Reaction yield outcomes from USPTO patents with 853,638 reactions. Predict the reaction yield, written as a fraction of the theoretical maximum amount of product (1.0 means a 100% yield; for example, 0.34 means a 34% yield). (1) The reactants are [N:1]1[CH:6]=[CH:5][CH:4]=[CH:3][C:2]=1[CH2:7][NH2:8].Cl[CH2:10][C:11]([O:13][CH2:14][C:15]1[CH:20]=[CH:19][CH:18]=[CH:17][CH:16]=1)=[O:12].C(N(CC)CC)C.[Cl-].[Na+]. The catalyst is CN(C)C=O. The product is [N:1]1[CH:6]=[CH:5][CH:4]=[CH:3][C:2]=1[CH2:7][NH:8][CH2:10][C:11]([O:13][CH2:14][C:15]1[CH:20]=[CH:19][CH:18]=[CH:17][CH:16]=1)=[O:12]. The yield is 0.740. (2) The reactants are [CH:1]([C:4]1[S:8][C:7]([CH3:9])=[N:6][C:5]=1[C:10]1[CH:15]=[CH:14][C:13]([OH:16])=[CH:12][CH:11]=1)([CH3:3])[CH3:2].[OH-].[Na+].Cl[CH2:20][CH2:21][CH2:22][CH2:23][CH2:24][O:25][C:26]1[CH:33]=[CH:32][C:29]([C:30]#[N:31])=[CH:28][CH:27]=1.ICCCCCOC1C=CC(C#N)=CC=1. The catalyst is C(OC(=O)C)C.CN(C)C=O. The product is [CH:1]([C:4]1[S:8][C:7]([CH3:9])=[N:6][C:5]=1[C:10]1[CH:11]=[CH:12][C:13]([O:16][CH2:20][CH2:21][CH2:22][CH2:23][CH2:24][O:25][C:26]2[CH:27]=[CH:28][C:29]([C:30]#[N:31])=[CH:32][CH:33]=2)=[CH:14][CH:15]=1)([CH3:3])[CH3:2]. The yield is 0.900. (3) The reactants are [NH2:1][C:2]1[CH:3]=[C:4]([C:24](=[O:31])[NH:25][C:26]2[NH:27][CH:28]=[CH:29][N:30]=2)[C:5]2[N:9]=[C:8]([NH:10][C:11]([C:13]3[N:14]=[CH:15][C:16]4[C:21]([CH:22]=3)=[CH:20][CH:19]=[CH:18][CH:17]=4)=[O:12])[NH:7][C:6]=2[CH:23]=1.[C:32]1([S:38](Cl)(=[O:40])=[O:39])[CH:37]=[CH:36][CH:35]=[CH:34][CH:33]=1. The catalyst is N1C=CC=CC=1.C(Cl)Cl.[Cl-].[Na+].O. The product is [C:32]1([S:38]([NH:1][C:2]2[CH:3]=[C:4]([C:24](=[O:31])[NH:25][C:26]3[NH:27][CH:28]=[CH:29][N:30]=3)[C:5]3[NH:9][C:8]([NH:10][C:11]([C:13]4[N:14]=[CH:15][C:16]5[C:21]([CH:22]=4)=[CH:20][CH:19]=[CH:18][CH:17]=5)=[O:12])=[N:7][C:6]=3[CH:23]=2)(=[O:40])=[O:39])[CH:37]=[CH:36][CH:35]=[CH:34][CH:33]=1. The yield is 0.500.